From a dataset of Peptide-MHC class I binding affinity with 185,985 pairs from IEDB/IMGT. Regression. Given a peptide amino acid sequence and an MHC pseudo amino acid sequence, predict their binding affinity value. This is MHC class I binding data. (1) The peptide sequence is CCFHCQVC. The MHC is HLA-B57:01 with pseudo-sequence HLA-B57:01. The binding affinity (normalized) is 0. (2) The MHC is Mamu-B8701 with pseudo-sequence Mamu-B8701. The peptide sequence is LDTSEQERM. The binding affinity (normalized) is 0.232. (3) The peptide sequence is YTVKYENL. The MHC is H-2-Kb with pseudo-sequence H-2-Kb. The binding affinity (normalized) is 0.595. (4) The peptide sequence is SRYFGNVRL. The MHC is HLA-A02:11 with pseudo-sequence HLA-A02:11. The binding affinity (normalized) is 0.0847. (5) The peptide sequence is YTAGNKVDV. The MHC is HLA-A02:01 with pseudo-sequence HLA-A02:01. The binding affinity (normalized) is 0. (6) The peptide sequence is KTAVVPLVY. The MHC is HLA-B57:01 with pseudo-sequence HLA-B57:01. The binding affinity (normalized) is 0.573. (7) The peptide sequence is SSNAGLATM. The MHC is H-2-Kb with pseudo-sequence H-2-Kb. The binding affinity (normalized) is 0.00638.